Task: Predict the reactants needed to synthesize the given product.. Dataset: Full USPTO retrosynthesis dataset with 1.9M reactions from patents (1976-2016) Given the product [CH:55]1([NH:60][C:61](=[O:62])[NH:26][C@@H:16]2[C:15](=[O:27])[N:14]3[C@@H:10]([CH2:11][C@@H:12]([O:28][C:29]([N:31]4[CH2:40][CH2:39][C:38]5[C:33](=[CH:34][CH:35]=[CH:36][CH:37]=5)[CH2:32]4)=[O:30])[CH2:13]3)[C:9](=[O:45])[NH:8][C@@:7]3([C:5]([OH:4])=[O:6])[C@@H:24]([CH2:25]3)[CH:23]=[CH:22][CH2:21][CH2:20][CH2:19][CH2:18][CH2:17]2)[CH2:59][CH2:58][CH2:57][CH2:56]1, predict the reactants needed to synthesize it. The reactants are: Cl.C([O:4][C:5]([C:7]12[CH2:25][CH:24]1[CH:23]=[CH:22][CH2:21][CH2:20][CH2:19][CH2:18][CH2:17][CH:16]([NH2:26])[C:15](=[O:27])[N:14]1[CH:10]([CH2:11][CH:12]([O:28][C:29]([N:31]3[CH2:40][CH2:39][C:38]4[C:33](=[C:34](C(F)(F)F)[CH:35]=[CH:36][CH:37]=4)[CH2:32]3)=[O:30])[CH2:13]1)[C:9](=[O:45])[NH:8]2)=[O:6])C.C(N(C(C)C)CC)(C)C.[CH:55]1([N:60]=[C:61]=[O:62])[CH2:59][CH2:58][CH2:57][CH2:56]1.